This data is from Rat liver microsome stability data. The task is: Regression/Classification. Given a drug SMILES string, predict its absorption, distribution, metabolism, or excretion properties. Task type varies by dataset: regression for continuous measurements (e.g., permeability, clearance, half-life) or binary classification for categorical outcomes (e.g., BBB penetration, CYP inhibition). Dataset: rlm. (1) The compound is COc1ccc2[nH]c(S(=O)(=O)NCc3ccc(-c4ccc(F)nc4)cc3)cc2c1. The result is 1 (stable in rat liver microsomes). (2) The drug is COc1cc(N2CCN(C3CCN(c4cc(F)cc5cccnc45)CC3)CC2)c2ncccc2c1. The result is 1 (stable in rat liver microsomes). (3) The compound is O=C(NCCCCN1CCN(c2ccc(O)cc2)CC1)c1ccc(-c2ccsc2)cc1. The result is 1 (stable in rat liver microsomes). (4) The drug is Cc1ccc(Nc2nc(-c3ccncc3)cs2)nc1. The result is 1 (stable in rat liver microsomes). (5) The drug is COc1ccc2c(c1)[C@]1(C[C@H]1c1ccc3c(C=Cc4ccc(CN5C[C@@H](C)O[C@@H](C)C5)cc4)[nH]nc3c1)C(=O)N2. The result is 0 (unstable in rat liver microsomes). (6) The molecule is C=C1C(=O)O[C@H]2[C@@H]1CCC(C)=CCC[C@@]1(C)O[C@@H]21. The result is 1 (stable in rat liver microsomes). (7) The drug is CC(C)n1c(=O)c(C(=O)N[C@H]2C[C@H]3CC[C@@H](C2)N3CC(O)CN(C)C(=O)N(C)C)cc2ccccc21. The result is 0 (unstable in rat liver microsomes). (8) The drug is C[C@@H](c1ccc(-c2ccc(F)cc2)cc1)N1CC[C@](CCCO)(c2ccc(F)cc2)OC1=O. The result is 1 (stable in rat liver microsomes). (9) The molecule is COC(=O)Nc1ccc2c(c1)NC(=O)CCC=CC[C@H](N1CC[C@H](c3c(F)ccc(Cl)c3F)CC1=O)c1nc-2c[nH]1. The result is 1 (stable in rat liver microsomes).